This data is from Peptide-MHC class I binding affinity with 185,985 pairs from IEDB/IMGT. The task is: Regression. Given a peptide amino acid sequence and an MHC pseudo amino acid sequence, predict their binding affinity value. This is MHC class I binding data. (1) The peptide sequence is LTPPVSDLKY. The MHC is HLA-A01:01 with pseudo-sequence HLA-A01:01. The binding affinity (normalized) is 0.415. (2) The peptide sequence is ESAERLKAY. The MHC is HLA-B07:02 with pseudo-sequence HLA-B07:02. The binding affinity (normalized) is 0.0847.